This data is from Peptide-MHC class II binding affinity with 134,281 pairs from IEDB. The task is: Regression. Given a peptide amino acid sequence and an MHC pseudo amino acid sequence, predict their binding affinity value. This is MHC class II binding data. (1) The peptide sequence is QWHKEGSSIGKLFTQ. The MHC is DRB1_0301 with pseudo-sequence DRB1_0301. The binding affinity (normalized) is 0. (2) The peptide sequence is YDKFLGNVSTVLTGK. The MHC is DRB3_0202 with pseudo-sequence DRB3_0202. The binding affinity (normalized) is 0.992. (3) The peptide sequence is KDDIFYYVYGLLHDP. The MHC is HLA-DQA10301-DQB10302 with pseudo-sequence HLA-DQA10301-DQB10302. The binding affinity (normalized) is 0.392. (4) The peptide sequence is APIKEFKAKIVNG. The binding affinity (normalized) is 0.130. The MHC is HLA-DPA10301-DPB10402 with pseudo-sequence HLA-DPA10301-DPB10402.